This data is from NCI-60 drug combinations with 297,098 pairs across 59 cell lines. The task is: Regression. Given two drug SMILES strings and cell line genomic features, predict the synergy score measuring deviation from expected non-interaction effect. (1) Drug 1: CC1=C(C(=O)C2=C(C1=O)N3CC4C(C3(C2COC(=O)N)OC)N4)N. Drug 2: C1CN(P(=O)(OC1)NCCCl)CCCl. Cell line: T-47D. Synergy scores: CSS=28.1, Synergy_ZIP=-5.30, Synergy_Bliss=-0.0515, Synergy_Loewe=-70.7, Synergy_HSA=0.914. (2) Drug 1: CC1CC2C3CCC4=CC(=O)C=CC4(C3(C(CC2(C1(C(=O)CO)O)C)O)F)C. Drug 2: CC(C)(C1=NC(=CC=C1)N2C3=NC(=NC=C3C(=O)N2CC=C)NC4=CC=C(C=C4)N5CCN(CC5)C)O. Cell line: NCIH23. Synergy scores: CSS=57.9, Synergy_ZIP=6.03, Synergy_Bliss=5.78, Synergy_Loewe=-37.4, Synergy_HSA=6.66. (3) Drug 1: CS(=O)(=O)C1=CC(=C(C=C1)C(=O)NC2=CC(=C(C=C2)Cl)C3=CC=CC=N3)Cl. Drug 2: CC12CCC3C(C1CCC2=O)CC(=C)C4=CC(=O)C=CC34C. Cell line: HS 578T. Synergy scores: CSS=29.6, Synergy_ZIP=1.72, Synergy_Bliss=6.10, Synergy_Loewe=-23.1, Synergy_HSA=1.31. (4) Drug 1: C1C(C(OC1N2C=C(C(=O)NC2=O)F)CO)O. Drug 2: C1CN(P(=O)(OC1)NCCCl)CCCl. Cell line: HOP-62. Synergy scores: CSS=0.780, Synergy_ZIP=0.0517, Synergy_Bliss=2.50, Synergy_Loewe=-5.47, Synergy_HSA=-1.71. (5) Drug 1: C1=NC2=C(N=C(N=C2N1C3C(C(C(O3)CO)O)F)Cl)N. Drug 2: C1CC(=O)NC(=O)C1N2C(=O)C3=CC=CC=C3C2=O. Cell line: NCI/ADR-RES. Synergy scores: CSS=7.08, Synergy_ZIP=1.13, Synergy_Bliss=1.01, Synergy_Loewe=-46.9, Synergy_HSA=-1.55.